This data is from NCI-60 drug combinations with 297,098 pairs across 59 cell lines. The task is: Regression. Given two drug SMILES strings and cell line genomic features, predict the synergy score measuring deviation from expected non-interaction effect. (1) Drug 1: C1CC(=O)NC(=O)C1N2CC3=C(C2=O)C=CC=C3N. Drug 2: C1CCC(CC1)NC(=O)N(CCCl)N=O. Cell line: OVCAR3. Synergy scores: CSS=9.36, Synergy_ZIP=-2.74, Synergy_Bliss=1.05, Synergy_Loewe=-2.54, Synergy_HSA=0.0350. (2) Drug 1: C1=CC=C(C=C1)NC(=O)CCCCCCC(=O)NO. Drug 2: CC1=C(C(=O)C2=C(C1=O)N3CC4C(C3(C2COC(=O)N)OC)N4)N. Cell line: A498. Synergy scores: CSS=25.0, Synergy_ZIP=-8.13, Synergy_Bliss=-0.555, Synergy_Loewe=-14.8, Synergy_HSA=-0.979.